This data is from Full USPTO retrosynthesis dataset with 1.9M reactions from patents (1976-2016). The task is: Predict the reactants needed to synthesize the given product. (1) Given the product [Cl:1][C:2]1[CH:10]=[CH:9][C:5]([C:6]([NH:13][C:12](=[S:11])[NH:19][C:18]2[CH:20]=[C:21]([F:23])[CH:22]=[C:16]([Cl:15])[CH:17]=2)=[O:7])=[CH:4][CH:3]=1, predict the reactants needed to synthesize it. The reactants are: [Cl:1][C:2]1[CH:10]=[CH:9][C:5]([C:6](Cl)=[O:7])=[CH:4][CH:3]=1.[S-:11][C:12]#[N:13].[K+].[Cl:15][C:16]1[CH:17]=[C:18]([CH:20]=[C:21]([F:23])[CH:22]=1)[NH2:19]. (2) Given the product [Cl:1][C:2]1[CH:3]=[CH:4][C:5]([S:8]([N:11]([CH2:21][C:22]2[CH:23]=[CH:24][C:25]([C:26]([OH:28])=[O:27])=[CH:30][CH:31]=2)[C@H:12]([C:15]2[CH:20]=[CH:19][CH:18]=[CH:17][CH:16]=2)[CH2:13][CH3:14])(=[O:9])=[O:10])=[CH:6][CH:7]=1, predict the reactants needed to synthesize it. The reactants are: [Cl:1][C:2]1[CH:7]=[CH:6][C:5]([S:8]([N:11]([CH2:21][C:22]2[CH:31]=[CH:30][C:25]([C:26]([O:28]C)=[O:27])=[CH:24][CH:23]=2)[C@H:12]([C:15]2[CH:20]=[CH:19][CH:18]=[CH:17][CH:16]=2)[CH2:13][CH3:14])(=[O:10])=[O:9])=[CH:4][CH:3]=1.O.[OH-].[Li+].O. (3) Given the product [Cl:20][C:21]1[CH:22]=[C:23]([C:2]2[CH:3]=[C:4]([C:15]([O:17][CH2:18][CH3:19])=[O:16])[O:5][C:6]=2[C:7]2[CH:12]=[CH:11][CH:10]=[C:9]([C:13]#[N:14])[CH:8]=2)[CH:24]=[C:25]([F:27])[CH:26]=1, predict the reactants needed to synthesize it. The reactants are: Br[C:2]1[CH:3]=[C:4]([C:15]([O:17][CH2:18][CH3:19])=[O:16])[O:5][C:6]=1[C:7]1[CH:12]=[CH:11][CH:10]=[C:9]([C:13]#[N:14])[CH:8]=1.[Cl:20][C:21]1[CH:22]=[C:23](B(O)O)[CH:24]=[C:25]([F:27])[CH:26]=1.C(=O)([O-])[O-].[Cs+].[Cs+].C1(P(C2CCCCC2)C2C=CC=CC=2C2C(C(C)C)=CC(C(C)C)=CC=2C(C)C)CCCCC1.